Dataset: Forward reaction prediction with 1.9M reactions from USPTO patents (1976-2016). Task: Predict the product of the given reaction. (1) Given the reactants [I:1][C:2]1[CH:7]=[CH:6][N:5]=[C:4]2[CH:8]=[N:9][NH:10][C:3]=12.Cl[CH2:12][C:13]1[CH:18]=[CH:17][C:16]([O:19][CH3:20])=[CH:15][CH:14]=1, predict the reaction product. The product is: [I:1][C:2]1[CH:7]=[CH:6][N:5]=[C:4]2[CH:8]=[N:9][N:10]([CH2:12][C:13]3[CH:18]=[CH:17][C:16]([O:19][CH3:20])=[CH:15][CH:14]=3)[C:3]=12.[I:1][C:2]1[C:3]2[C:4](=[CH:8][N:9]([CH2:12][C:13]3[CH:18]=[CH:17][C:16]([O:19][CH3:20])=[CH:15][CH:14]=3)[N:10]=2)[N:5]=[CH:6][CH:7]=1. (2) Given the reactants [Cl:1][C:2]1[N:7]=[CH:6][C:5]([O:8][C:9]([CH3:13])([CH3:12])[CH:10]=O)=[CH:4][CH:3]=1.C(O)(=O)C.C(O[BH-](OC(=O)C)OC(=O)C)(=O)C.[Na+].[NH:32]1[CH2:35][CH2:34][CH2:33]1, predict the reaction product. The product is: [N:32]1([CH2:10][C:9]([CH3:13])([CH3:12])[O:8][C:5]2[CH:4]=[CH:3][C:2]([Cl:1])=[N:7][CH:6]=2)[CH2:35][CH2:34][CH2:33]1. (3) The product is: [Cl:29][C:30]1[CH:31]=[N+:32]([O-:55])[CH:33]=[C:34]([Cl:54])[C:35]=1[CH2:36][C@@H:37]([C:39]1[CH:44]=[CH:43][C:42]([O:45][CH:46]([F:48])[F:47])=[C:41]([O:49][CH2:50][CH:51]2[CH2:53][CH2:52]2)[CH:40]=1)[O:20][C:19](=[O:21])[C:18]1[CH:22]=[CH:23][C:24]([C:25]([F:28])([F:26])[F:27])=[C:16]([N:11]([CH2:10][CH2:9][N:6]2[CH2:7][CH2:8][N:3]([CH3:2])[CH2:4][CH2:5]2)[S:12]([CH3:15])(=[O:14])=[O:13])[CH:17]=1. Given the reactants Cl.[CH3:2][N:3]1[CH2:8][CH2:7][N:6]([CH2:9][CH2:10][N:11]([C:16]2[CH:17]=[C:18]([CH:22]=[CH:23][C:24]=2[C:25]([F:28])([F:27])[F:26])[C:19]([OH:21])=[O:20])[S:12]([CH3:15])(=[O:14])=[O:13])[CH2:5][CH2:4]1.[Cl:29][C:30]1[CH:31]=[N+:32]([O-:55])[CH:33]=[C:34]([Cl:54])[C:35]=1[CH2:36][C@@H:37]([C:39]1[CH:44]=[CH:43][C:42]([O:45][CH:46]([F:48])[F:47])=[C:41]([O:49][CH2:50][CH:51]2[CH2:53][CH2:52]2)[CH:40]=1)O.C(Cl)CCl.Cl, predict the reaction product. (4) Given the reactants Cl[C:2]1[C:7]([Cl:8])=[CH:6][C:5]([C:9]([F:12])([F:11])[F:10])=[CH:4][N:3]=1.[F-:13].[K+], predict the reaction product. The product is: [Cl:8][C:7]1[C:2]([F:13])=[N:3][CH:4]=[C:5]([C:9]([F:12])([F:11])[F:10])[CH:6]=1. (5) The product is: [F:28][C:19]1[CH:18]=[CH:17][C:16]([C:12]2[N:4]3[CH:5]=[CH:6][C:7]([C:8]([OH:11])([CH3:10])[CH3:9])=[C:2]([F:1])[C:3]3=[N:14][CH:13]=2)=[CH:21][C:20]=1[N:22]1[CH2:26][CH2:25][CH2:24][C:23]1=[O:27]. Given the reactants [F:1][C:2]1[C:3]2[N:4]([CH:12]=[CH:13][N:14]=2)[CH:5]=[CH:6][C:7]=1[C:8]([OH:11])([CH3:10])[CH3:9].Br[C:16]1[CH:17]=[CH:18][C:19]([F:28])=[C:20]([N:22]2[CH2:26][CH2:25][CH2:24][C:23]2=[O:27])[CH:21]=1, predict the reaction product. (6) The product is: [OH:36][CH2:35][C:31]1[CH:30]=[C:29]([C:2]2[CH:7]=[C:6]([O:8][CH2:9][C:10]3[CH:17]=[CH:16][C:13]([C:14]#[N:15])=[CH:12][CH:11]=3)[N:5]=[C:4]3[CH2:18][CH2:19][CH2:20][C:3]=23)[CH:34]=[N:33][CH:32]=1. Given the reactants Cl[C:2]1[CH:7]=[C:6]([O:8][CH2:9][C:10]2[CH:17]=[CH:16][C:13]([C:14]#[N:15])=[CH:12][CH:11]=2)[N:5]=[C:4]2[CH2:18][CH2:19][CH2:20][C:3]=12.CC1(C)C(C)(C)OB([C:29]2[CH:30]=[C:31]([CH2:35][OH:36])[CH:32]=[N:33][CH:34]=2)O1.C(=O)([O-])[O-].[K+].[K+], predict the reaction product.